From a dataset of Full USPTO retrosynthesis dataset with 1.9M reactions from patents (1976-2016). Predict the reactants needed to synthesize the given product. Given the product [Br:15][CH2:2][C:3]1[CH:4]=[C:5]([CH:11]=[CH:12][CH:13]=1)[O:6][CH2:7][C:8]([NH2:10])=[O:9], predict the reactants needed to synthesize it. The reactants are: O[CH2:2][C:3]1[CH:4]=[C:5]([CH:11]=[CH:12][CH:13]=1)[O:6][CH2:7][C:8]([NH2:10])=[O:9].P(Br)(Br)[Br:15].